Dataset: Peptide-MHC class II binding affinity with 134,281 pairs from IEDB. Task: Regression. Given a peptide amino acid sequence and an MHC pseudo amino acid sequence, predict their binding affinity value. This is MHC class II binding data. (1) The peptide sequence is AGGLLEQAAAVEEAS. The MHC is HLA-DQA10102-DQB10602 with pseudo-sequence HLA-DQA10102-DQB10602. The binding affinity (normalized) is 0.394. (2) The peptide sequence is LASSCQVAFSYFPPP. The MHC is DRB5_0101 with pseudo-sequence DRB5_0101. The binding affinity (normalized) is 0.157. (3) The peptide sequence is INEPTAAAIAYGRDR. The MHC is HLA-DQA10401-DQB10402 with pseudo-sequence HLA-DQA10401-DQB10402. The binding affinity (normalized) is 0.409. (4) The peptide sequence is AAANAGTTVYGAFAA. The MHC is HLA-DPA10103-DPB10601 with pseudo-sequence HLA-DPA10103-DPB10601. The binding affinity (normalized) is 0.0738. (5) The peptide sequence is IAFNSGLEPGVVAEKVRNLP. The MHC is DRB1_0301 with pseudo-sequence DRB1_0301. The binding affinity (normalized) is 0.